This data is from Full USPTO retrosynthesis dataset with 1.9M reactions from patents (1976-2016). The task is: Predict the reactants needed to synthesize the given product. (1) Given the product [CH:26]1([CH2:25][O:12][C:5]2[CH:6]=[C:7]([CH:10]=[CH:11][C:4]=2[O:3][CH:2]([F:13])[F:1])[CH:8]=[O:9])[CH2:28][CH2:27]1, predict the reactants needed to synthesize it. The reactants are: [F:1][CH:2]([F:13])[O:3][C:4]1[CH:11]=[CH:10][C:7]([CH:8]=[O:9])=[CH:6][C:5]=1[OH:12].C([O-])([O-])=O.[K+].[K+].CS(C)=O.Br[CH2:25][CH:26]1[CH2:28][CH2:27]1. (2) Given the product [NH2:1][C:2]1[C:10]2[C:5](=[CH:6][N:7]=[CH:8][C:9]=2[O:11][C:12]2[CH:17]=[CH:16][C:15]([Cl:18])=[CH:14][CH:13]=2)[S:4][C:3]=1[C:19]([NH2:24])=[O:21], predict the reactants needed to synthesize it. The reactants are: [NH2:1][C:2]1[C:10]2[C:5](=[CH:6][N:7]=[CH:8][C:9]=2[O:11][C:12]2[CH:17]=[CH:16][C:15]([Cl:18])=[CH:14][CH:13]=2)[S:4][C:3]=1[C:19]([OH:21])=O.O.O[N:24]1C2C=CC=CC=2N=N1.[NH4+].[Cl-].CN1CCOCC1.Cl.CN(C)CCCN=C=NCC.C([O-])(O)=O.[Na+]. (3) The reactants are: [Cl:1][C:2]1[CH:7]=[C:6]([O:8][CH3:9])[N:5]=[C:4]([S:10][CH3:11])[N:3]=1.C1C(=O)N([I:19])C(=O)C1. Given the product [Cl:1][C:2]1[C:7]([I:19])=[C:6]([O:8][CH3:9])[N:5]=[C:4]([S:10][CH3:11])[N:3]=1, predict the reactants needed to synthesize it. (4) The reactants are: [NH2:1][C:2]1[CH:3]=[CH:4][C:5]2[CH2:11][N:10]([CH3:12])[CH2:9][C:8](=[O:13])[NH:7][C:6]=2[CH:14]=1.[CH3:15][NH:16][C:17]([C:19]1[S:20][CH:21]=[C:22]([CH3:33])[C:23]=1[NH:24][C:25]1[C:30]([Cl:31])=[CH:29][N:28]=[C:27](Cl)[N:26]=1)=[O:18].C12(CS(O)(=O)=O)C(C)(C)C(CC1)CC2=O. Given the product [CH3:15][NH:16][C:17]([C:19]1[S:20][CH:21]=[C:22]([CH3:33])[C:23]=1[NH:24][C:25]1[C:30]([Cl:31])=[CH:29][N:28]=[C:27]([NH:1][C:2]2[CH:3]=[CH:4][C:5]3[CH2:11][N:10]([CH3:12])[CH2:9][C:8](=[O:13])[NH:7][C:6]=3[CH:14]=2)[N:26]=1)=[O:18], predict the reactants needed to synthesize it.